From a dataset of Full USPTO retrosynthesis dataset with 1.9M reactions from patents (1976-2016). Predict the reactants needed to synthesize the given product. (1) The reactants are: [NH2:1][C:2]1[CH:3]=[C:4]([C:9]2[CH:10]=[CH:11][C:12]3[O:18][CH2:17][CH2:16][N:15]([C:19]([C:21]4[CH:26]=[CH:25][C:24]([S:27]([CH3:30])(=[O:29])=[O:28])=[CH:23][CH:22]=4)=[O:20])[CH2:14][C:13]=3[CH:31]=2)[CH:5]=[CH:6][C:7]=1[NH2:8].CC(O)=O.[N:36]([O-])=O.[Na+]. Given the product [NH:1]1[C:2]2[CH:3]=[C:4]([C:9]3[CH:10]=[CH:11][C:12]4[O:18][CH2:17][CH2:16][N:15]([C:19]([C:21]5[CH:26]=[CH:25][C:24]([S:27]([CH3:30])(=[O:29])=[O:28])=[CH:23][CH:22]=5)=[O:20])[CH2:14][C:13]=4[CH:31]=3)[CH:5]=[CH:6][C:7]=2[N:8]=[N:36]1, predict the reactants needed to synthesize it. (2) Given the product [ClH:20].[ClH:20].[O:1]1[C:5]2[CH:6]=[CH:7][CH:8]=[CH:9][C:4]=2[CH:3]=[C:2]1[C:10]1[N:19]=[C:18]([NH:27][CH2:26][CH2:25][CH2:24][CH2:23][N:22]([CH3:28])[CH3:21])[C:17]2[C:12](=[CH:13][CH:14]=[CH:15][CH:16]=2)[N:11]=1, predict the reactants needed to synthesize it. The reactants are: [O:1]1[C:5]2[CH:6]=[CH:7][CH:8]=[CH:9][C:4]=2[CH:3]=[C:2]1[C:10]1[N:19]=[C:18]([Cl:20])[C:17]2[C:12](=[CH:13][CH:14]=[CH:15][CH:16]=2)[N:11]=1.[CH3:21][N:22]([CH3:28])[CH2:23][CH2:24][CH2:25][CH2:26][NH2:27]. (3) Given the product [C:18]([C:17]1[C:13]([NH:12][C:2]2[CH:7]=[N:6][C:5]([C:8]([OH:11])([CH3:10])[CH3:9])=[CH:4][CH:3]=2)=[N:14][N:15]([C:21]2([CH2:35][C:36]#[N:37])[CH2:26][CH2:25][N:24]([C:27]([O:29][CH2:30][C:31]([F:34])([F:33])[F:32])=[O:28])[CH2:23][CH2:22]2)[CH:16]=1)(=[O:20])[NH2:19], predict the reactants needed to synthesize it. The reactants are: Br[C:2]1[CH:3]=[CH:4][C:5]([C:8]([OH:11])([CH3:10])[CH3:9])=[N:6][CH:7]=1.[NH2:12][C:13]1[C:17]([C:18](=[O:20])[NH2:19])=[CH:16][N:15]([C:21]2([CH2:35][C:36]#[N:37])[CH2:26][CH2:25][N:24]([C:27]([O:29][CH2:30][C:31]([F:34])([F:33])[F:32])=[O:28])[CH2:23][CH2:22]2)[N:14]=1.C(P(C(C)(C)C)C1C(C)=C(C)C(C)=C(C)C=1C1C(C(C)C)=CC(C(C)C)=CC=1C(C)C)(C)(C)C.P([O-])([O-])([O-])=O.[K+].[K+].[K+]. (4) Given the product [N:19]([CH2:18][CH2:17][CH:12]([OH:11])[C:13]([O:15][CH3:16])=[O:14])=[N+:20]=[N-:21], predict the reactants needed to synthesize it. The reactants are: C(=O)([O-])[O-].[K+].[K+].O.C([O:11][CH:12]([CH2:17][CH2:18][N:19]=[N+:20]=[N-:21])[C:13]([O:15][CH3:16])=[O:14])(=O)C.[Cl-].[NH4+]. (5) Given the product [CH2:13]([C:15]([CH2:23][OH:24])([CH2:19][CH2:20][CH2:21][CH3:22])[C:16]([OH:18])=[O:17])[CH3:14], predict the reactants needed to synthesize it. The reactants are: C([Li])CCC.C(NC(C)C)(C)C.[CH2:13]([CH:15]([CH2:19][CH2:20][CH2:21][CH3:22])[C:16]([OH:18])=[O:17])[CH3:14].[CH2:23]=[O:24].[Cl-].[NH4+].Cl. (6) The reactants are: C([O:4][CH2:5][C:6]1[CH:7]=[C:8]2[CH:14]=[CH:13][O:12][C:9]2=[CH:10][N:11]=1)(=O)C.C([O-])([O-])=O.[K+].[K+].O.C(Cl)[Cl:23]. Given the product [Cl:23][C:14]1[C:8]2[C:9](=[CH:10][N:11]=[C:6]([CH2:5][OH:4])[CH:7]=2)[O:12][CH:13]=1, predict the reactants needed to synthesize it. (7) Given the product [Cl:5][C:6]1[N:11]=[C:10]2[CH:12]=[CH:13][N:14]([CH2:2][CH2:3][CH3:4])[C:9]2=[CH:8][CH:15]=1, predict the reactants needed to synthesize it. The reactants are: Br[CH2:2][CH2:3][CH3:4].[Cl:5][C:6]1N=[CH:8][C:9]2[NH:14][CH:13]=[CH:12][C:10]=2[N:11]=1.[C:15](=O)([O-])[O-].[Cs+].[Cs+]. (8) Given the product [CH3:1][C:2]1[CH:10]=[CH:9][C:8]2[N:7]([CH2:32][CH2:31][C:28]3[CH:27]=[N:26][C:25]([CH3:24])=[CH:30][CH:29]=3)[C:6]3[CH2:11][CH2:12][N:13]([C:15]4[CH:16]=[CH:17][C:18]([N+:21]([O-:23])=[O:22])=[CH:19][CH:20]=4)[CH2:14][C:5]=3[C:4]=2[CH:3]=1, predict the reactants needed to synthesize it. The reactants are: [CH3:1][C:2]1[CH:10]=[CH:9][C:8]2[NH:7][C:6]3[CH2:11][CH2:12][N:13]([C:15]4[CH:20]=[CH:19][C:18]([N+:21]([O-:23])=[O:22])=[CH:17][CH:16]=4)[CH2:14][C:5]=3[C:4]=2[CH:3]=1.[CH3:24][C:25]1[CH:30]=[CH:29][C:28]([CH:31]=[CH2:32])=[CH:27][N:26]=1.[OH-].[K+]. (9) Given the product [Cl:18][CH2:19][C:20]([NH:1][C:2]1[CH:17]=[CH:16][CH:15]=[C:4]([O:5][CH2:6][C:7]([N:9]2[CH2:10][CH2:11][O:12][CH2:13][CH2:14]2)=[O:8])[CH:3]=1)=[O:21], predict the reactants needed to synthesize it. The reactants are: [NH2:1][C:2]1[CH:3]=[C:4]([CH:15]=[CH:16][CH:17]=1)[O:5][CH2:6][C:7]([N:9]1[CH2:14][CH2:13][O:12][CH2:11][CH2:10]1)=[O:8].[Cl:18][CH2:19][C:20](Cl)=[O:21].